Dataset: Forward reaction prediction with 1.9M reactions from USPTO patents (1976-2016). Task: Predict the product of the given reaction. Given the reactants P(Cl)(Cl)([Cl:3])=O.[CH2:6]([O:13][C:14]1[CH:23]=[C:22]2[C:17]([C:18](=O)[NH:19][CH:20]=[N:21]2)=[C:16]([O:25][CH2:26][C@H:27]2[CH2:31][CH2:30][CH2:29][N:28]2[C:32]([O:34][C:35]([CH3:38])([CH3:37])[CH3:36])=[O:33])[CH:15]=1)[C:7]1[CH:12]=[CH:11][CH:10]=[CH:9][CH:8]=1.C(N(CC)C(C)C)(C)C, predict the reaction product. The product is: [CH2:6]([O:13][C:14]1[CH:23]=[C:22]2[C:17]([C:18]([Cl:3])=[N:19][CH:20]=[N:21]2)=[C:16]([O:25][CH2:26][C@H:27]2[CH2:31][CH2:30][CH2:29][N:28]2[C:32]([O:34][C:35]([CH3:38])([CH3:37])[CH3:36])=[O:33])[CH:15]=1)[C:7]1[CH:12]=[CH:11][CH:10]=[CH:9][CH:8]=1.